The task is: Predict the product of the given reaction.. This data is from Forward reaction prediction with 1.9M reactions from USPTO patents (1976-2016). (1) Given the reactants Cl[C:2]1[N:27]=[CH:26][C:5]2[C:6]3[N:7]([CH:11]=[C:12]([C:14]4[N:18]([CH2:19][C:20]([F:23])([F:22])[F:21])[N:17]=[C:16]([CH2:24][OH:25])[N:15]=4)[N:13]=3)[CH2:8][CH2:9][O:10][C:4]=2[CH:3]=1.[NH:28]1[CH2:32][CH2:31][CH2:30][CH2:29]1, predict the reaction product. The product is: [N:28]1([C:2]2[N:27]=[CH:26][C:5]3[C:6]4[N:7]([CH:11]=[C:12]([C:14]5[N:18]([CH2:19][C:20]([F:23])([F:22])[F:21])[N:17]=[C:16]([CH2:24][OH:25])[N:15]=5)[N:13]=4)[CH2:8][CH2:9][O:10][C:4]=3[CH:3]=2)[CH2:32][CH2:31][CH2:30][CH2:29]1. (2) Given the reactants O[CH:2]1[CH2:7][CH2:6][N:5]([C:8]([O:10][C:11]([CH3:14])([CH3:13])[CH3:12])=[O:9])[CH2:4][CH2:3]1.C(N(CC)CC)C.CS(Cl)(=O)=O.[N+:27]([C:30]1[CH:35]=[CH:34][C:33]([SH:36])=[CH:32][CH:31]=1)([O-:29])=[O:28], predict the reaction product. The product is: [N+:27]([C:30]1[CH:35]=[CH:34][C:33]([S:36][CH:2]2[CH2:7][CH2:6][N:5]([C:8]([O:10][C:11]([CH3:14])([CH3:13])[CH3:12])=[O:9])[CH2:4][CH2:3]2)=[CH:32][CH:31]=1)([O-:29])=[O:28].